This data is from Peptide-MHC class I binding affinity with 185,985 pairs from IEDB/IMGT. The task is: Regression. Given a peptide amino acid sequence and an MHC pseudo amino acid sequence, predict their binding affinity value. This is MHC class I binding data. The peptide sequence is DSPATLSAY. The MHC is HLA-B38:01 with pseudo-sequence YYSEYRNICTNTYENIAYLRYNFYTWAVLTYTWY. The binding affinity (normalized) is 0.0847.